Dataset: Full USPTO retrosynthesis dataset with 1.9M reactions from patents (1976-2016). Task: Predict the reactants needed to synthesize the given product. (1) Given the product [NH:18]1[C:22]2[CH:23]=[CH:24][C:25](/[CH:27]=[C:11]3/[C:12](=[O:17])[NH:13][C:14]4[C:10]/3=[CH:9][C:8]([NH:7][C:5]([NH:4][CH:1]([CH3:3])[CH3:2])=[O:6])=[CH:16][CH:15]=4)=[CH:26][C:21]=2[N:20]=[N:19]1, predict the reactants needed to synthesize it. The reactants are: [CH:1]([NH:4][C:5]([NH:7][C:8]1[CH:9]=[C:10]2[C:14](=[CH:15][CH:16]=1)[NH:13][C:12](=[O:17])[CH2:11]2)=[O:6])([CH3:3])[CH3:2].[NH:18]1[C:22]2[CH:23]=[CH:24][C:25]([CH:27]=O)=[CH:26][C:21]=2[N:20]=[N:19]1. (2) The reactants are: [F:1][CH:2]1[CH2:6][N:5]([C:7]([O:9][C:10]([CH3:13])([CH3:12])[CH3:11])=[O:8])[CH:4]([C:14](OC)=[O:15])[C:3]1([CH3:19])[CH3:18].[H-].[H-].[H-].[H-].[Li+].[Al+3]. Given the product [C:10]([O:9][C:7]([N:5]1[CH2:6][CH:2]([F:1])[C:3]([CH3:19])([CH3:18])[CH:4]1[CH2:14][OH:15])=[O:8])([CH3:13])([CH3:12])[CH3:11], predict the reactants needed to synthesize it. (3) Given the product [C:14]([N:10]1[C:11]2[C:7](=[CH:6][C:5]([C:3]([OH:4])=[O:2])=[CH:13][CH:12]=2)[CH2:8][CH2:9]1)(=[O:21])[C:15]1[CH:20]=[CH:19][CH:18]=[CH:17][CH:16]=1, predict the reactants needed to synthesize it. The reactants are: C[O:2][C:3]([C:5]1[CH:6]=[C:7]2[C:11](=[CH:12][CH:13]=1)[N:10]([C:14](=[O:21])[C:15]1[CH:20]=[CH:19][CH:18]=[CH:17][CH:16]=1)[CH2:9][CH2:8]2)=[O:4].O[Li].O. (4) Given the product [NH2:33][C:11]1[CH:12]=[C:13]([C:16]2[CH:17]=[CH:18][C:19]3[N:20]([C:22]([C:25]4[CH:26]=[CH:27][C:28]([C:29]#[N:30])=[CH:31][CH:32]=4)=[CH:23][N:24]=3)[CH:21]=2)[CH:14]=[CH:15][C:10]=1[C:8]([N:5]1[CH2:4][CH2:3][N:2]([CH3:1])[CH2:7][CH2:6]1)=[O:9], predict the reactants needed to synthesize it. The reactants are: [CH3:1][N:2]1[CH2:7][CH2:6][N:5]([C:8]([C:10]2[CH:15]=[CH:14][C:13]([C:16]3[CH:17]=[CH:18][C:19]4[N:20]([C:22]([C:25]5[CH:32]=[CH:31][C:28]([C:29]#[N:30])=[CH:27][CH:26]=5)=[CH:23][N:24]=4)[CH:21]=3)=[CH:12][C:11]=2[N+:33]([O-])=O)=[O:9])[CH2:4][CH2:3]1.Cl.Cl[Sn]Cl. (5) Given the product [C:14]([O:13][C:11]([N:9]1[CH2:8][CH2:7][N:6]2[C:2]([C:22]([OH:25])=[O:24])=[CH:3][C:4]([C:18]([O:20][CH3:21])=[O:19])=[C:5]2[CH2:10]1)=[O:12])([CH3:17])([CH3:16])[CH3:15], predict the reactants needed to synthesize it. The reactants are: Br[C:2]1[N:6]2[CH2:7][CH2:8][N:9]([C:11]([O:13][C:14]([CH3:17])([CH3:16])[CH3:15])=[O:12])[CH2:10][C:5]2=[C:4]([C:18]([O:20][CH3:21])=[O:19])[CH:3]=1.[C:22]([O-:25])(=[O:24])C.[K+].[I-].[K+].[OH-].[Na+]. (6) Given the product [CH3:1][O:2][C:3](=[O:19])[CH:4]([O:16][CH2:17][CH3:18])[CH2:5][C:6]1[C:14]2[O:13][CH:12]=[CH:11][C:10]=2[C:9]([O:15][CH2:21][C:22]2[N:23]=[C:24]([C:28]3[CH:33]=[CH:32][C:31]([O:34][CH:35]([CH3:37])[CH3:36])=[CH:30][CH:29]=3)[O:25][C:26]=2[CH3:27])=[CH:8][CH:7]=1, predict the reactants needed to synthesize it. The reactants are: [CH3:1][O:2][C:3](=[O:19])[CH:4]([O:16][CH2:17][CH3:18])[CH2:5][C:6]1[C:14]2[O:13][CH:12]=[CH:11][C:10]=2[C:9]([OH:15])=[CH:8][CH:7]=1.Cl[CH2:21][C:22]1[N:23]=[C:24]([C:28]2[CH:33]=[CH:32][C:31]([O:34][CH:35]([CH3:37])[CH3:36])=[CH:30][CH:29]=2)[O:25][C:26]=1[CH3:27].C(=O)([O-])[O-].[K+].[K+].[I-].[K+].